Predict the reactants needed to synthesize the given product. From a dataset of Full USPTO retrosynthesis dataset with 1.9M reactions from patents (1976-2016). (1) Given the product [C:1]([C:3]1[C:8]2[C:9]([C:12]3[CH:17]=[CH:16][CH:15]=[CH:14][CH:13]=3)=[N:10][O:11][C:7]=2[C:6]([OH:18])=[C:5]([C:19]([NH:21][CH2:22][C:23]([OH:25])=[O:24])=[O:20])[N:4]=1)(=[O:26])[CH3:2], predict the reactants needed to synthesize it. The reactants are: [C:1]([C:3]1[C:8]2[C:9]([C:12]3[CH:17]=[CH:16][CH:15]=[CH:14][CH:13]=3)=[N:10][O:11][C:7]=2[C:6]([OH:18])=[C:5]([C:19]([NH:21][CH2:22][C:23]([OH:25])=[O:24])=[O:20])[N:4]=1)#[CH:2].[OH2:26]. (2) The reactants are: C(Cl)(=O)C(Cl)=O.CS(C)=O.[F:11][C:12]([F:23])([F:22])[C:13]1[C:17]([CH2:18][CH2:19][CH2:20][OH:21])=[CH:16][NH:15][N:14]=1.C([O-])(O)=O.[Na+]. Given the product [F:23][C:12]([F:11])([F:22])[C:13]1[C:17]([CH2:18][CH2:19][CH:20]=[O:21])=[CH:16][NH:15][N:14]=1, predict the reactants needed to synthesize it.